This data is from Forward reaction prediction with 1.9M reactions from USPTO patents (1976-2016). The task is: Predict the product of the given reaction. (1) Given the reactants [S:1]1[CH:5]=[CH:4][CH:3]=[C:2]1[CH:6]([C:11]([O:13][C:14]([CH3:17])([CH3:16])[CH3:15])=[O:12])[CH:7](N)[CH:8]=O.[NH:18]1[CH2:23][CH2:22][CH:21]([N:24]([CH2:38][CH3:39])[C:25](=[O:37])[CH2:26][C:27]2[CH:32]=[CH:31][C:30]([S:33]([CH3:36])(=[O:35])=[O:34])=[CH:29][CH:28]=2)[CH2:20][CH2:19]1.C(O[BH-](OC(=O)C)OC(=O)C)(=O)C.[Na+].[N-:54]=C=O, predict the reaction product. The product is: [S:1]1[CH:5]=[CH:4][CH:3]=[C:2]1[C:6]([NH2:54])([C:11]([O:13][C:14]([CH3:15])([CH3:16])[CH3:17])=[O:12])[CH2:7][CH2:8][N:18]1[CH2:23][CH2:22][CH:21]([N:24]([CH2:38][CH3:39])[C:25](=[O:37])[CH2:26][C:27]2[CH:32]=[CH:31][C:30]([S:33]([CH3:36])(=[O:34])=[O:35])=[CH:29][CH:28]=2)[CH2:20][CH2:19]1. (2) Given the reactants C(O[C:6](=O)[N:7]([CH2:9][C:10](=[O:38])[NH:11][CH2:12][CH2:13][CH2:14][CH2:15][CH2:16][N:17]1[CH2:21][CH2:20][C@@H:19]([C:22]([C:35](=[O:37])[NH2:36])([C:29]2[CH:34]=[CH:33][CH:32]=[CH:31][CH:30]=2)[C:23]2[CH:28]=[CH:27][CH:26]=[CH:25][CH:24]=2)[CH2:18]1)C)(C)(C)C.Cl.C(O)(C(F)(F)F)=O, predict the reaction product. The product is: [CH3:6][NH:7][CH2:9][C:10]([NH:11][CH2:12][CH2:13][CH2:14][CH2:15][CH2:16][N:17]1[CH2:21][CH2:20][C@@H:19]([C:22]([C:29]2[CH:30]=[CH:31][CH:32]=[CH:33][CH:34]=2)([C:23]2[CH:28]=[CH:27][CH:26]=[CH:25][CH:24]=2)[C:35]([NH2:36])=[O:37])[CH2:18]1)=[O:38]. (3) Given the reactants [Br:1]N1C(=O)CCC1=O.N(C(C)(C)C#N)=NC(C)(C)C#N.[CH3:21][N:22]1[N:26]=[C:25]([CH3:27])[C:24]([CH3:28])=[N+:23]1[O-:29], predict the reaction product. The product is: [Br:1][CH2:28][C:24]1[C:25]([CH3:27])=[N:26][N:22]([CH3:21])[N+:23]=1[O-:29].